From a dataset of Full USPTO retrosynthesis dataset with 1.9M reactions from patents (1976-2016). Predict the reactants needed to synthesize the given product. (1) Given the product [CH2:1]([N:8]([CH2:21][C:22]1[CH:23]=[CH:24][C:25]([O:26][C:27]2[CH:28]=[CH:29][C:30]([CH2:33][CH2:34][C:35]([N:46]([CH3:47])[CH2:45][C:44]([OH:43])=[O:48])=[O:36])=[CH:31][CH:32]=2)=[CH:38][CH:39]=1)[C:9]1[CH:14]=[CH:13][CH:12]=[C:11]([NH:15][S:16]([CH3:19])(=[O:17])=[O:18])[C:10]=1[CH3:20])[C:2]1[CH:3]=[CH:4][CH:5]=[CH:6][CH:7]=1, predict the reactants needed to synthesize it. The reactants are: [CH2:1]([N:8]([CH2:21][C:22]1[CH:39]=[CH:38][C:25]([O:26][C:27]2[CH:32]=[CH:31][C:30]([CH2:33][CH2:34][C:35](O)=[O:36])=[CH:29][CH:28]=2)=[CH:24][CH:23]=1)[C:9]1[CH:14]=[CH:13][CH:12]=[C:11]([NH:15][S:16]([CH3:19])(=[O:18])=[O:17])[C:10]=1[CH3:20])[C:2]1[CH:7]=[CH:6][CH:5]=[CH:4][CH:3]=1.Cl.C([O:43][C:44](=[O:48])[CH2:45][NH:46][CH3:47])C. (2) Given the product [Cl:24][C:18]1[CH:19]=[C:20]([F:36])[CH:21]=[CH:22][C:17]=1[C:15]([N:12]1[CH2:13][CH2:14][N:9]([CH3:3])[C:10](=[O:25])[CH2:11]1)=[O:16], predict the reactants needed to synthesize it. The reactants are: ClC1C=C(F)C=C[C:3]=1[N:9]1[CH2:14][CH2:13][N:12]([C:15]([C:17]2[CH:22]=[CH:21][CH:20]=[C:19](Cl)[C:18]=2[Cl:24])=[O:16])[CH2:11][C:10]1=[O:25].ClC1C=C([F:36])C=CC=1C(Cl)=O.CN1CCNCC1=O.ClC1C(Cl)=CC=CC=1C(Cl)=O.ClC1C=C(F)C=CC=1N1CCNCC1=O. (3) Given the product [Cl:29][C:30]1[CH:31]=[C:32]([NH:36][C:15]([N:12]2[CH2:13][CH2:14][C:9]3[NH:8][N:7]=[C:6]([C:2]([CH3:1])([CH3:5])[CH2:3][CH3:4])[C:10]=3[CH2:11]2)=[O:17])[CH:33]=[CH:34][CH:35]=1, predict the reactants needed to synthesize it. The reactants are: [CH3:1][C:2]([C:6]1[C:10]2[CH2:11][N:12]([C:15]([O:17]C(C)(C)C)=O)[CH2:13][CH2:14][C:9]=2[NH:8][N:7]=1)([CH3:5])[CH2:3][CH3:4].Cl.O1CCOCC1.[Cl:29][C:30]1[CH:31]=[C:32]([NH:36]C(=O)OC2C=CC=CC=2)[CH:33]=[CH:34][CH:35]=1. (4) Given the product [OH:14][CH2:2][C:3]([C:5]1[CH:10]=[CH:9][C:8]([Cl:11])=[C:7]([Cl:12])[CH:6]=1)=[O:4], predict the reactants needed to synthesize it. The reactants are: Br[CH2:2][C:3]([C:5]1[CH:10]=[CH:9][C:8]([Cl:11])=[C:7]([Cl:12])[CH:6]=1)=[O:4].C([O-])=[O:14].[Na+]. (5) Given the product [NH2:1][C:2]1[N:7]=[CH:6][C:5]([C:8]#[C:9][C:10]2[C:11]([CH2:26][CH3:27])=[N:12][CH:13]=[CH:14][C:15]=2[C:16]2[CH:24]=[CH:23][C:19]([C:20]([N:32]3[CH2:33][CH2:34][N:29]([CH3:28])[CH2:30][CH2:31]3)=[O:21])=[C:18]([F:25])[CH:17]=2)=[CH:4][CH:3]=1, predict the reactants needed to synthesize it. The reactants are: [NH2:1][C:2]1[N:7]=[CH:6][C:5]([C:8]#[C:9][C:10]2[C:11]([CH2:26][CH3:27])=[N:12][CH:13]=[CH:14][C:15]=2[C:16]2[CH:24]=[CH:23][C:19]([C:20](O)=[O:21])=[C:18]([F:25])[CH:17]=2)=[CH:4][CH:3]=1.[CH3:28][N:29]1[CH2:34][CH2:33][NH:32][CH2:31][CH2:30]1.CN(C(ON1N=NC2C=CC=NC1=2)=[N+](C)C)C.F[P-](F)(F)(F)(F)F.CCN(C(C)C)C(C)C.